This data is from NCI-60 drug combinations with 297,098 pairs across 59 cell lines. The task is: Regression. Given two drug SMILES strings and cell line genomic features, predict the synergy score measuring deviation from expected non-interaction effect. (1) Drug 1: CCCCC(=O)OCC(=O)C1(CC(C2=C(C1)C(=C3C(=C2O)C(=O)C4=C(C3=O)C=CC=C4OC)O)OC5CC(C(C(O5)C)O)NC(=O)C(F)(F)F)O. Drug 2: C1=NC2=C(N=C(N=C2N1C3C(C(C(O3)CO)O)F)Cl)N. Cell line: HT29. Synergy scores: CSS=7.68, Synergy_ZIP=-8.52, Synergy_Bliss=-9.81, Synergy_Loewe=-15.6, Synergy_HSA=-15.2. (2) Drug 1: C1C(C(OC1N2C=NC3=C(N=C(N=C32)Cl)N)CO)O. Drug 2: CN1C2=C(C=C(C=C2)N(CCCl)CCCl)N=C1CCCC(=O)O.Cl. Cell line: CAKI-1. Synergy scores: CSS=27.9, Synergy_ZIP=-1.19, Synergy_Bliss=-4.50, Synergy_Loewe=-39.0, Synergy_HSA=-7.09. (3) Drug 1: C1=NC2=C(N=C(N=C2N1C3C(C(C(O3)CO)O)O)F)N. Drug 2: C1CC(C1)(C(=O)O)C(=O)O.[NH2-].[NH2-].[Pt+2]. Cell line: TK-10. Synergy scores: CSS=2.94, Synergy_ZIP=-3.40, Synergy_Bliss=-2.04, Synergy_Loewe=-1.21, Synergy_HSA=-0.242. (4) Drug 1: CC12CCC(CC1=CCC3C2CCC4(C3CC=C4C5=CN=CC=C5)C)O. Drug 2: CC1=C2C(C(=O)C3(C(CC4C(C3C(C(C2(C)C)(CC1OC(=O)C(C(C5=CC=CC=C5)NC(=O)C6=CC=CC=C6)O)O)OC(=O)C7=CC=CC=C7)(CO4)OC(=O)C)O)C)OC(=O)C. Cell line: UACC62. Synergy scores: CSS=58.7, Synergy_ZIP=13.7, Synergy_Bliss=13.1, Synergy_Loewe=-31.1, Synergy_HSA=14.4. (5) Drug 1: CC1=C(C=C(C=C1)NC(=O)C2=CC=C(C=C2)CN3CCN(CC3)C)NC4=NC=CC(=N4)C5=CN=CC=C5. Drug 2: CC1=C(C=C(C=C1)C(=O)NC2=CC(=CC(=C2)C(F)(F)F)N3C=C(N=C3)C)NC4=NC=CC(=N4)C5=CN=CC=C5. Cell line: UACC62. Synergy scores: CSS=3.28, Synergy_ZIP=-0.423, Synergy_Bliss=2.27, Synergy_Loewe=0.108, Synergy_HSA=1.09. (6) Drug 1: C1CNP(=O)(OC1)N(CCCl)CCCl. Drug 2: C1CC(CNC1)C2=CC=C(C=C2)N3C=C4C=CC=C(C4=N3)C(=O)N. Cell line: SK-OV-3. Synergy scores: CSS=1.48, Synergy_ZIP=0.873, Synergy_Bliss=5.32, Synergy_Loewe=-1.20, Synergy_HSA=0.110.